From a dataset of Peptide-MHC class I binding affinity with 185,985 pairs from IEDB/IMGT. Regression. Given a peptide amino acid sequence and an MHC pseudo amino acid sequence, predict their binding affinity value. This is MHC class I binding data. (1) The peptide sequence is PSPPPPPPPGL. The MHC is Mamu-A01 with pseudo-sequence Mamu-A01. The binding affinity (normalized) is 0.583. (2) The binding affinity (normalized) is 0.151. The peptide sequence is EVDPIGHLY. The MHC is HLA-A68:01 with pseudo-sequence HLA-A68:01.